From a dataset of Forward reaction prediction with 1.9M reactions from USPTO patents (1976-2016). Predict the product of the given reaction. (1) Given the reactants [Br:1][CH:2]1[CH2:6][N:5]([S:7]([C:10]2[CH:15]=[CH:14][C:13]([CH3:16])=[CH:12][CH:11]=2)(=[O:9])=[O:8])[CH2:4][CH:3]1[OH:17].CC(OI1(OC(C)=O)(OC(C)=O)OC(=O)C2C1=CC=CC=2)=O.S(=O)(O)[O-].[Na+], predict the reaction product. The product is: [Br:1][CH:2]1[CH2:6][N:5]([S:7]([C:10]2[CH:11]=[CH:12][C:13]([CH3:16])=[CH:14][CH:15]=2)(=[O:9])=[O:8])[CH2:4][C:3]1=[O:17]. (2) Given the reactants [CH3:1][C:2]1[C:14]([C:15]2[CH:20]=[CH:19][CH:18]=[CH:17][CH:16]=2)=[C:13]([N:21]2[CH2:24][CH:23]([NH:25][CH3:26])[CH2:22]2)[N:5]2[C:6]3[CH:12]=[CH:11][CH:10]=[N:9][C:7]=3[N:8]=[C:4]2[C:3]=1[C:27]#[N:28].C=O.[C:31](O[BH-](OC(=O)C)OC(=O)C)(=O)C.[Na+], predict the reaction product. The product is: [CH3:1][C:2]1[C:14]([C:15]2[CH:16]=[CH:17][CH:18]=[CH:19][CH:20]=2)=[C:13]([N:21]2[CH2:24][CH:23]([N:25]([CH3:31])[CH3:26])[CH2:22]2)[N:5]2[C:6]3[CH:12]=[CH:11][CH:10]=[N:9][C:7]=3[N:8]=[C:4]2[C:3]=1[C:27]#[N:28].